The task is: Predict the product of the given reaction.. This data is from Forward reaction prediction with 1.9M reactions from USPTO patents (1976-2016). Given the reactants [CH2:1]([O:8][N:9]([CH2:35][C:36]1[C:41]([O:42][CH3:43])=[CH:40][C:39]([O:44][CH3:45])=[CH:38][C:37]=1[O:46][CH3:47])[C:10](=[O:34])[CH2:11][CH2:12][C:13]1([CH2:23][C:24]2[CH:29]=[CH:28][C:27]([C:30]([O:32]C)=[O:31])=[CH:26][CH:25]=2)[C:18](=[O:19])[O:17]C(C)(C)[O:15][C:14]1=[O:22])[C:2]1[CH:7]=[CH:6][CH:5]=[CH:4][CH:3]=1.O1CCOCC1.[OH-].[Na+], predict the reaction product. The product is: [CH2:1]([O:8][N:9]([CH2:35][C:36]1[C:37]([O:46][CH3:47])=[CH:38][C:39]([O:44][CH3:45])=[CH:40][C:41]=1[O:42][CH3:43])[C:10](=[O:34])[CH2:11][CH2:12][C:13]([CH2:23][C:24]1[CH:29]=[CH:28][C:27]([C:30]([OH:32])=[O:31])=[CH:26][CH:25]=1)([C:14]([OH:22])=[O:15])[C:18]([OH:19])=[O:17])[C:2]1[CH:7]=[CH:6][CH:5]=[CH:4][CH:3]=1.